The task is: Predict the reactants needed to synthesize the given product.. This data is from Full USPTO retrosynthesis dataset with 1.9M reactions from patents (1976-2016). (1) Given the product [NH2:1][C:2]1[C:6]([C:7]([O:9][CH2:10][CH3:11])=[O:8])=[C:5]([Br:12])[NH:4][N:3]=1, predict the reactants needed to synthesize it. The reactants are: [NH2:1][C:2]1[C:6]([C:7]([O:9][CH2:10][CH3:11])=[O:8])=[CH:5][NH:4][N:3]=1.[Br:12]N1C(=O)CCC1=O. (2) Given the product [C:46]([O:45][CH2:44][CH2:43][N:31]([C:22]1[CH:23]=[CH:24][C:25]([C:27]([F:29])([F:30])[F:28])=[CH:26][C:21]=1[CH2:20][N:7]([CH2:6][C:5]1[CH:50]=[C:51]([C:53]([F:55])([F:54])[F:56])[CH:52]=[C:3]([C:2]([F:58])([F:1])[F:57])[CH:4]=1)[C:8]1[N:9]=[CH:10][C:11]([N:14]2[CH2:19][CH2:18][O:17][CH2:16][CH2:15]2)=[CH:12][N:13]=1)[CH2:32][CH2:33][CH2:34][CH2:35][CH2:36][CH2:37][C:38]([O:40][CH2:41][CH3:42])=[O:39])(=[O:60])[CH3:47], predict the reactants needed to synthesize it. The reactants are: [F:1][C:2]([F:58])([F:57])[C:3]1[CH:4]=[C:5]([CH:50]=[C:51]([C:53]([F:56])([F:55])[F:54])[CH:52]=1)[CH2:6][N:7]([CH2:20][C:21]1[CH:26]=[C:25]([C:27]([F:30])([F:29])[F:28])[CH:24]=[CH:23][C:22]=1[N:31]([CH2:43][CH2:44][O:45][C:46](C)(C)[CH3:47])[CH2:32][CH2:33][CH2:34][CH2:35][CH2:36][CH2:37][C:38]([O:40][CH2:41][CH3:42])=[O:39])[C:8]1[N:13]=[CH:12][C:11]([N:14]2[CH2:19][CH2:18][O:17][CH2:16][CH2:15]2)=[CH:10][N:9]=1.C(=O)(O)[O-:60].[Na+].